Predict the product of the given reaction. From a dataset of Forward reaction prediction with 1.9M reactions from USPTO patents (1976-2016). Given the reactants [F:1][CH2:2][C:3]([C:5]1[CH:10]=CC=CC=1)=O.[N:11]1([C:17]([O:19][C:20]([CH3:23])([CH3:22])[CH3:21])=[O:18])[CH2:16][CH2:15][NH:14][CH2:13][CH2:12]1.C(O[BH-](OC(=O)C)OC(=O)C)(=O)C.[Na+].CO.C(=O)([O-])O.[Na+].O1[CH2:49][CH2:48][CH2:47][CH2:46]1, predict the reaction product. The product is: [F:1][C:2]1[CH:3]=[CH:5][CH:10]=[CH:49][C:48]=1[CH:47]([N:14]1[CH2:13][CH2:12][N:11]([C:17]([O:19][C:20]([CH3:23])([CH3:22])[CH3:21])=[O:18])[CH2:16][CH2:15]1)[CH3:46].